From a dataset of Forward reaction prediction with 1.9M reactions from USPTO patents (1976-2016). Predict the product of the given reaction. (1) Given the reactants [CH2:1]([O:3][C:4](=[O:26])[C:5](=[N:17][NH:18][C:19]1[CH:24]=[CH:23][CH:22]=[CH:21][C:20]=1[Cl:25])[C:6](=[O:16])[CH:7](Br)[C:8]1[CH:13]=[CH:12][C:11]([Cl:14])=[CH:10][CH:9]=1)[CH3:2].C([O-])(=O)C.[Na+], predict the reaction product. The product is: [CH2:1]([O:3][C:4]([C:5]1[C:6]([OH:16])=[C:7]([C:8]2[CH:13]=[CH:12][C:11]([Cl:14])=[CH:10][CH:9]=2)[N:18]([C:19]2[CH:24]=[CH:23][CH:22]=[CH:21][C:20]=2[Cl:25])[N:17]=1)=[O:26])[CH3:2]. (2) Given the reactants [Br:1][C:2]1[CH:3]=[CH:4][CH:5]=[C:6]2[C:10]=1[NH:9][C:8](=[O:11])[C:7]2=[O:12].[OH:13]O, predict the reaction product. The product is: [Br:1][C:2]1[C:10]2[NH:9][C:8](=[O:13])[O:11][C:7](=[O:12])[C:6]=2[CH:5]=[CH:4][CH:3]=1. (3) The product is: [F:14][C:15]1[CH:20]=[CH:19][C:18]([C:2]2[CH:7]=[CH:6][C:5]([N:8]3[CH2:13][CH2:12][NH:11][CH2:10][CH2:9]3)=[CH:4][CH:3]=2)=[CH:17][CH:16]=1. Given the reactants Br[C:2]1[CH:7]=[CH:6][C:5]([N:8]2[CH2:13][CH2:12][NH:11][CH2:10][CH2:9]2)=[CH:4][CH:3]=1.[F:14][C:15]1[CH:20]=[CH:19][C:18](B(O)O)=[CH:17][CH:16]=1.C(=O)([O-])[O-].[K+].[K+].C(OC)(C)(C)C, predict the reaction product. (4) Given the reactants [OH:1][CH2:2][CH2:3][CH:4]1[CH2:9][CH2:8][NH:7][CH2:6][CH2:5]1.[C:10](O[C:10]([O:12][C:13]([CH3:16])([CH3:15])[CH3:14])=[O:11])([O:12][C:13]([CH3:16])([CH3:15])[CH3:14])=[O:11].C(N(CC)CC)C, predict the reaction product. The product is: [C:13]([O:12][C:10]([N:7]1[CH2:8][CH2:9][CH:4]([CH2:3][CH2:2][OH:1])[CH2:5][CH2:6]1)=[O:11])([CH3:16])([CH3:15])[CH3:14]. (5) Given the reactants [CH:1]([CH:4]1[C:8]2[C:9]([NH2:13])=[CH:10][CH:11]=[CH:12][C:7]=2[C:6]([CH3:15])([CH3:14])[O:5]1)([CH3:3])[CH3:2].C(N(CC)CC)C.[F:23][C:24]1[N:28]([CH3:29])[N:27]=[C:26]([CH:30]([F:32])[F:31])[C:25]=1[C:33](Cl)=[O:34], predict the reaction product. The product is: [F:32][CH:30]([F:31])[C:26]1[C:25]([C:33]([NH:13][C:9]2[C:8]3[CH:4]([CH:1]([CH3:3])[CH3:2])[O:5][C:6]([CH3:15])([CH3:14])[C:7]=3[CH:12]=[CH:11][CH:10]=2)=[O:34])=[C:24]([F:23])[N:28]([CH3:29])[N:27]=1. (6) The product is: [Cl:13][C:9]1[CH:8]=[C:7]([NH:6][CH2:5][C:4]([NH:16][NH2:17])=[O:3])[CH:12]=[CH:11][CH:10]=1. Given the reactants C([O:3][C:4](=O)[CH2:5][NH:6][C:7]1[CH:12]=[CH:11][CH:10]=[C:9]([Cl:13])[CH:8]=1)C.O.[NH2:16][NH2:17], predict the reaction product. (7) Given the reactants C(O[C:4]([C:6]1[CH:7]=[C:8]2[CH:15]=[CH:14][NH:13][C:9]2=[N:10][C:11]=1[NH2:12])=[O:5])C.[OH-].[Na+].C(N(CC)CC)C.F[P-](F)(F)(F)(F)F.N1(O[P+](N(C)C)(N(C)C)N(C)C)C2C=CC=CC=2N=N1.[O:52]([C:59]1[S:63][C:62]([CH2:64][NH2:65])=[CH:61][CH:60]=1)[C:53]1[CH:58]=[CH:57][CH:56]=[CH:55][CH:54]=1, predict the reaction product. The product is: [O:52]([C:59]1[S:63][C:62]([CH2:64][NH:65][C:4]([C:6]2[CH:7]=[C:8]3[CH:15]=[CH:14][NH:13][C:9]3=[N:10][C:11]=2[NH2:12])=[O:5])=[CH:61][CH:60]=1)[C:53]1[CH:54]=[CH:55][CH:56]=[CH:57][CH:58]=1. (8) The product is: [CH3:1][C:2]([CH3:11])([CH2:3][C:4](=[O:6])[CH3:5])[C:7]#[N:8]. Given the reactants [CH3:1][C:2]([CH3:11])([CH2:7][N+:8]([O-])=O)[CH2:3][C:4](=[O:6])[CH3:5].[N+](CC(=O)CCC)([O-])=O.N(C(OCC)=O)=NC(OCC)=O.C(P(CCCC)CCCC)CCC, predict the reaction product. (9) Given the reactants [OH:1][C:2]1[CH:3]=[C:4]([CH2:8][CH2:9][CH2:10][N:11]2[C:19](=[O:20])[C:18]3[C:13](=[CH:14][CH:15]=[CH:16][CH:17]=3)[C:12]2=[O:21])[CH:5]=[CH:6][CH:7]=1.[Cl:22][C:23]1[CH:30]=[CH:29][C:26]([CH2:27]O)=[CH:25][CH:24]=1, predict the reaction product. The product is: [Cl:22][C:23]1[CH:30]=[CH:29][C:26]([CH2:27][O:1][C:2]2[CH:3]=[C:4]([CH2:8][CH2:9][CH2:10][N:11]3[C:19](=[O:20])[C:18]4[C:13](=[CH:14][CH:15]=[CH:16][CH:17]=4)[C:12]3=[O:21])[CH:5]=[CH:6][CH:7]=2)=[CH:25][CH:24]=1. (10) Given the reactants [CH3:1][O:2][C:3]1[CH:11]=[C:10]([CH:12]([CH3:14])[CH3:13])[CH:9]=[CH:8][C:4]=1[C:5]([OH:7])=[O:6].[Br:15]Br, predict the reaction product. The product is: [Br:15][C:9]1[C:10]([CH:12]([CH3:14])[CH3:13])=[CH:11][C:3]([O:2][CH3:1])=[C:4]([CH:8]=1)[C:5]([OH:7])=[O:6].